Dataset: Catalyst prediction with 721,799 reactions and 888 catalyst types from USPTO. Task: Predict which catalyst facilitates the given reaction. (1) Reactant: C1([O:7][C:8](=O)[N:9]([C:19]2[CH:24]=[C:23]([O:25][C:26]3[CH:31]=[CH:30][C:29]([NH:32][C:33]([C:35]4([C:38](=[O:47])[NH:39][C:40]5[CH:45]=[CH:44][C:43]([F:46])=[CH:42][CH:41]=5)[CH2:37][CH2:36]4)=[O:34])=[CH:28][C:27]=3[F:48])[CH:22]=[CH:21][N:20]=2)C(OC2C=CC=CC=2)=O)C=CC=CC=1.Cl.Cl.Cl.[CH3:53][N:54]1[CH2:57][CH:56]([N:58]2[CH2:63][CH2:62][NH:61][CH2:60][CH2:59]2)[CH2:55]1.C(N(CC)CC)C. Product: [F:48][C:27]1[CH:28]=[C:29]([NH:32][C:33]([C:35]2([C:38]([NH:39][C:40]3[CH:41]=[CH:42][C:43]([F:46])=[CH:44][CH:45]=3)=[O:47])[CH2:36][CH2:37]2)=[O:34])[CH:30]=[CH:31][C:26]=1[O:25][C:23]1[CH:22]=[CH:21][N:20]=[C:19]([NH:9][C:8]([N:61]2[CH2:62][CH2:63][N:58]([CH:56]3[CH2:57][N:54]([CH3:53])[CH2:55]3)[CH2:59][CH2:60]2)=[O:7])[CH:24]=1. The catalyst class is: 9. (2) Reactant: [Cl:1][C:2]1[CH:7]=[C:6]([Cl:8])[CH:5]=[CH:4][C:3]=1[CH:9]([NH2:12])[CH2:10][CH3:11].[C:13](O)(=[O:16])[CH2:14][SH:15]. Product: [Cl:1][C:2]1[CH:7]=[C:6]([Cl:8])[CH:5]=[CH:4][C:3]=1[CH:9]([NH:12][C:13](=[O:16])[CH2:14][SH:15])[CH2:10][CH3:11]. The catalyst class is: 11.